Dataset: Catalyst prediction with 721,799 reactions and 888 catalyst types from USPTO. Task: Predict which catalyst facilitates the given reaction. (1) Reactant: [NH2:1][C:2]1[N:10]=[CH:9][CH:8]=[CH:7][C:3]=1[C:4]([OH:6])=O.ON1C2C=CC=CC=2N=N1.CCN=C=NCCCN(C)C.[CH:32]1[C:41]2[C:36](=[CH:37][CH:38]=[CH:39][CH:40]=2)[CH:35]=[CH:34][C:33]=1[O:42][C:43]1[CH:44]=[C:45]([CH:48]=[CH:49][CH:50]=1)[CH2:46][NH2:47].C(=O)(O)[O-].[Na+]. Product: [CH:32]1[C:41]2[C:36](=[CH:37][CH:38]=[CH:39][CH:40]=2)[CH:35]=[CH:34][C:33]=1[O:42][C:43]1[CH:44]=[C:45]([CH2:46][NH:47][C:4](=[O:6])[C:3]2[CH:7]=[CH:8][CH:9]=[N:10][C:2]=2[NH2:1])[CH:48]=[CH:49][CH:50]=1. The catalyst class is: 3. (2) Reactant: [Mg].[F:2][C:3]([F:16])([F:15])[C:4]1[CH:5]=[C:6](Br)[CH:7]=[C:8]([C:10]([F:13])([F:12])[F:11])[CH:9]=1.Cl[C:18]1[C:27]2[C:22](=[CH:23][CH:24]=[C:25]([CH3:28])[CH:26]=2)[N:21]=[C:20]([CH3:29])[CH:19]=1.[F:30][C:31]([F:45])([F:44])[C:32]1[CH:33]=[C:34]([Mg:42][Br:43])[CH:35]=[C:36]([C:38]([F:41])([F:40])[F:39])[CH:37]=1. Product: [F:45][C:31]([F:30])([F:44])[C:32]1[CH:33]=[C:34]([Mg:42][Br:43])[CH:35]=[C:36]([C:38]([F:40])([F:41])[F:39])[CH:37]=1.[F:2][C:3]([F:16])([F:15])[C:4]1[CH:5]=[C:6]([C:18]2[C:27]3[C:22](=[CH:23][CH:24]=[C:25]([CH3:28])[CH:26]=3)[N:21]=[C:20]([CH3:29])[CH:19]=2)[CH:7]=[C:8]([C:10]([F:13])([F:12])[F:11])[CH:9]=1. The catalyst class is: 90. (3) Reactant: [C:1]([O:5][C:6]([N:8]([CH3:55])[C:9]1[CH:10]=[C:11]([F:54])[CH:12]=[C:13]2[C:17]=1[NH:16][C:15]1[N:18]=[C:19]([O:38][C:39]3[CH:40]=[C:41]([C:52]#[N:53])[CH:42]=[C:43]([O:45][CH2:46][C:47]([O:49][CH2:50][CH3:51])=[O:48])[CH:44]=3)[N:20]=[C:21](OC3C=C(C#N)C=C(OCC(OCC)=O)C=3)[C:14]2=1)=[O:7])([CH3:4])([CH3:3])[CH3:2].[C:56]([O:60][C:61](=[O:68])[NH:62][CH2:63][CH:64]1[CH2:67][NH:66][CH2:65]1)([CH3:59])([CH3:58])[CH3:57]. Product: [C:1]([O:5][C:6]([N:8]([CH3:55])[C:9]1[CH:10]=[C:11]([F:54])[CH:12]=[C:13]2[C:17]=1[NH:16][C:15]1[N:18]=[C:19]([O:38][C:39]3[CH:44]=[C:43]([CH:42]=[C:41]([C:52]#[N:53])[CH:40]=3)[O:45][CH2:46][C:47]([O:49][CH2:50][CH3:51])=[O:48])[N:20]=[C:21]([N:66]3[CH2:67][CH:64]([CH2:63][NH:62][C:61]([O:60][C:56]([CH3:59])([CH3:58])[CH3:57])=[O:68])[CH2:65]3)[C:14]2=1)=[O:7])([CH3:2])([CH3:3])[CH3:4]. The catalyst class is: 37. (4) Reactant: Br[C:2]1[CH:7]=[CH:6][N:5]=[C:4]2[N:8]([S:24]([C:27]3[CH:33]=[CH:32][C:30]([CH3:31])=[CH:29][CH:28]=3)(=[O:26])=[O:25])[C:9]([C:11]3[CH2:16][CH2:15][N:14]([C:17]([O:19][C:20]([CH3:23])([CH3:22])[CH3:21])=[O:18])[CH2:13][CH:12]=3)=[CH:10][C:3]=12.[F:34][C:35]1[CH:40]=[CH:39][C:38]([OH:41])=[CH:37][C:36]=1B1OC(C)(C)C(C)(C)O1.O.C(=O)([O-])[O-].[Na+].[Na+]. Product: [F:34][C:35]1[CH:40]=[CH:39][C:38]([OH:41])=[CH:37][C:36]=1[C:2]1[CH:7]=[CH:6][N:5]=[C:4]2[N:8]([S:24]([C:27]3[CH:33]=[CH:32][C:30]([CH3:31])=[CH:29][CH:28]=3)(=[O:25])=[O:26])[C:9]([C:11]3[CH2:16][CH2:15][N:14]([C:17]([O:19][C:20]([CH3:21])([CH3:23])[CH3:22])=[O:18])[CH2:13][CH:12]=3)=[CH:10][C:3]=12. The catalyst class is: 155. (5) Reactant: Br[CH2:2][CH2:3][O:4][C:5]1[CH:14]=[C:13]2[C:8]([C:9]([O:15][C:16]3[CH:31]=[CH:30][C:19]4[C:20]([C:24]([NH:26][CH:27]5[CH2:29][CH2:28]5)=[O:25])=[C:21]([CH3:23])[O:22][C:18]=4[CH:17]=3)=[CH:10][CH:11]=[N:12]2)=[CH:7][CH:6]=1.[CH3:32][NH2:33]. Product: [CH:27]1([NH:26][C:24]([C:20]2[C:19]3[CH:30]=[CH:31][C:16]([O:15][C:9]4[C:8]5[C:13](=[CH:14][C:5]([O:4][CH2:3][CH2:2][NH:33][CH3:32])=[CH:6][CH:7]=5)[N:12]=[CH:11][CH:10]=4)=[CH:17][C:18]=3[O:22][C:21]=2[CH3:23])=[O:25])[CH2:29][CH2:28]1. The catalyst class is: 774.